This data is from Full USPTO retrosynthesis dataset with 1.9M reactions from patents (1976-2016). The task is: Predict the reactants needed to synthesize the given product. (1) Given the product [CH3:20][C:21]([O:24][C:25]([NH:1][C@@H:2]([C:9]([O:11][CH3:12])=[O:10])[CH2:3][CH2:4][C:5]([O:7][CH3:8])=[O:6])=[O:26])([CH3:23])[CH3:22], predict the reactants needed to synthesize it. The reactants are: [NH2:1][C@@H:2]([C:9]([O:11][CH3:12])=[O:10])[CH2:3][CH2:4][C:5]([O:7][CH3:8])=[O:6].C(N(CC)CC)C.[CH3:20][C:21]([O:24][C:25](O[C:25]([O:24][C:21]([CH3:23])([CH3:22])[CH3:20])=[O:26])=[O:26])([CH3:23])[CH3:22]. (2) Given the product [CH2:22]([O:25][C:26]([C:28]1[N:29]([N:33]([C:17](=[O:19])[CH2:16][C:11]2[NH:10][C:9]3[CH:20]=[CH:21][C:6]([NH:5][S:2]([CH3:1])(=[O:3])=[O:4])=[CH:7][C:8]=3[S:13](=[O:14])(=[O:15])[CH:12]=2)[CH2:34][CH2:35][CH:36]([CH3:38])[CH3:37])[CH:30]=[CH:31][CH:32]=1)=[O:27])[CH:23]=[CH2:24], predict the reactants needed to synthesize it. The reactants are: [CH3:1][S:2]([NH:5][C:6]1[CH:21]=[CH:20][C:9]2[NH:10][C:11]([CH2:16][C:17]([OH:19])=O)=[CH:12][S:13](=[O:15])(=[O:14])[C:8]=2[CH:7]=1)(=[O:4])=[O:3].[CH2:22]([O:25][C:26]([C:28]1[N:29]([NH:33][CH2:34][CH2:35][CH:36]([CH3:38])[CH3:37])[CH:30]=[CH:31][CH:32]=1)=[O:27])[CH:23]=[CH2:24].Cl.CN(C)CCCN=C=NCC.CN1CCOCC1.Cl. (3) Given the product [N:1]1([C:6]([C:8]2([C:11]3[CH:12]=[CH:13][C:14]([Cl:20])=[C:15]([CH:16]=3)[NH2:17])[CH2:10][CH2:9]2)=[O:7])[CH2:5][CH2:4][CH2:3][CH2:2]1, predict the reactants needed to synthesize it. The reactants are: [N:1]1([C:6]([C:8]2([C:11]3[CH:12]=[CH:13][C:14]([Cl:20])=[C:15]([N+:17]([O-])=O)[CH:16]=3)[CH2:10][CH2:9]2)=[O:7])[CH2:5][CH2:4][CH2:3][CH2:2]1.C(O)C.C.[H][H]. (4) Given the product [O:30]=[C:29]1[NH:28][C:26](=[O:27])[CH2:25][N:1]1[C:2]1[CH:3]=[CH:4][C:5]([C:8]2[N:9]([CH2:22][CH3:23])[C:10]3[C:15]([C:16]=2[C:17]#[N:18])=[CH:14][CH:13]=[C:12]([O:19][CH2:20][CH3:21])[CH:11]=3)=[CH:6][CH:7]=1, predict the reactants needed to synthesize it. The reactants are: [NH2:1][C:2]1[CH:7]=[CH:6][C:5]([C:8]2[N:9]([CH2:22][CH3:23])[C:10]3[C:15]([C:16]=2[C:17]#[N:18])=[CH:14][CH:13]=[C:12]([O:19][CH2:20][CH3:21])[CH:11]=3)=[CH:4][CH:3]=1.Cl[CH2:25][C:26]([N:28]=[C:29]=[O:30])=[O:27].C1CCN2C(=NCCC2)CC1. (5) The reactants are: [H-].[Na+].[CH2:3]1[O:19][C:6]2([C:15]3[C:9]4[C:10](=[CH:16][NH:17][CH2:18][C:8]=4[CH2:7]2)[CH:11]=[CH:12][O:13][CH:14]=3)[O:5][CH2:4]1.[C:20]1([S:26](Cl)(=[O:28])=[O:27])[CH:25]=[CH:24][CH:23]=[CH:22][CH:21]=1. Given the product [CH2:4]1[O:5][C:6]2([C:15]3[C:9]4[C:10](=[CH:16][N:17]([S:26]([C:20]5[CH:25]=[CH:24][CH:23]=[CH:22][CH:21]=5)(=[O:28])=[O:27])[CH2:18][C:8]=4[CH2:7]2)[CH:11]=[CH:12][O:13][CH:14]=3)[O:19][CH2:3]1, predict the reactants needed to synthesize it. (6) Given the product [CH:35]1([NH:34][C@H:10]2[CH2:9][NH:8][CH2:12][C@@H:11]2[CH2:13][N:14]([CH:31]([CH3:33])[CH3:32])[C:15](=[O:30])[C:16]2[CH:21]=[CH:20][C:19]([O:22][CH3:23])=[C:18]([O:24][CH2:25][CH2:26][CH2:27][O:28][CH3:29])[CH:17]=2)[CH2:40][CH2:39][CH2:38][CH2:37][CH2:36]1, predict the reactants needed to synthesize it. The reactants are: C(OC([N:8]1[CH2:12][C@@H:11]([CH2:13][N:14]([CH:31]([CH3:33])[CH3:32])[C:15](=[O:30])[C:16]2[CH:21]=[CH:20][C:19]([O:22][CH3:23])=[C:18]([O:24][CH2:25][CH2:26][CH2:27][O:28][CH3:29])[CH:17]=2)[C@H:10]([NH:34][CH:35]2[CH2:40][CH2:39][CH2:38][CH2:37][CH2:36]2)[CH2:9]1)=O)(C)(C)C.C(O)(C(F)(F)F)=O.C([O-])(O)=O.[Na+]. (7) Given the product [F:1][C:2]1[CH:7]=[CH:6][C:5]([C@@H:8]([NH:12][C:13]([NH:15][C:16]2[N:21]=[CH:20][C:19]3[C:22]([O:25][CH3:26])=[N:23][NH:24][C:18]=3[CH:17]=2)=[O:14])[CH2:9][O:10][CH3:11])=[CH:4][CH:3]=1.[F:1][C:2]1[CH:7]=[CH:6][C:5]([C@H:8]([NH:12][C:13]([NH:15][C:16]2[N:21]=[CH:20][C:19]3[C:22]([O:25][CH3:26])=[N:23][NH:24][C:18]=3[CH:17]=2)=[O:14])[CH2:9][O:10][CH3:11])=[CH:4][CH:3]=1, predict the reactants needed to synthesize it. The reactants are: [F:1][C:2]1[CH:7]=[CH:6][C:5]([CH:8]([NH:12][C:13]([NH:15][C:16]2[N:21]=[CH:20][C:19]3[C:22]([O:25][CH3:26])=[N:23][NH:24][C:18]=3[CH:17]=2)=[O:14])[CH2:9][O:10][CH3:11])=[CH:4][CH:3]=1.CO. (8) The reactants are: CC[N:3](C1C=CC=CC=1)CC.[NH:12]1[C:20]2[C:15](=[CH:16][CH:17]=[CH:18][CH:19]=2)[CH:14]=[C:13]1[C:21]([OH:23])=O.Cl.CN(C)CCCN=C=NCC.ON1C2C=CC=CC=2N=N1. Given the product [NH:12]1[C:20]2[C:15](=[CH:16][CH:17]=[CH:18][CH:19]=2)[CH:14]=[C:13]1[C:21]([NH2:3])=[O:23], predict the reactants needed to synthesize it. (9) The reactants are: F[C:2]1[CH:7]=[CH:6][CH:5]=[C:4]([F:8])[N:3]=1.[Cl:9][C:10]1[CH:17]=[CH:16][C:13]([CH2:14][NH2:15])=[CH:12][CH:11]=1.C(NC(C(C)C)C)(C)C.O. Given the product [Cl:9][C:10]1[CH:17]=[CH:16][C:13]([CH2:14][NH:15][C:2]2[CH:7]=[CH:6][CH:5]=[C:4]([F:8])[N:3]=2)=[CH:12][CH:11]=1, predict the reactants needed to synthesize it. (10) Given the product [F:16][C:6]1[C:5]2[O:4][CH2:3][CH:2]([NH:1][CH2:29][CH2:28][CH2:27][C:21]3[C:20]4[C:24](=[CH:25][CH:26]=[C:18]([F:17])[CH:19]=4)[NH:23][CH:22]=3)[CH2:11][C:10]=2[C:9]([C:12]([O:14][CH3:15])=[O:13])=[CH:8][CH:7]=1, predict the reactants needed to synthesize it. The reactants are: [NH2:1][CH:2]1[CH2:11][C:10]2[C:9]([C:12]([O:14][CH3:15])=[O:13])=[CH:8][CH:7]=[C:6]([F:16])[C:5]=2[O:4][CH2:3]1.[F:17][C:18]1[CH:19]=[C:20]2[C:24](=[CH:25][CH:26]=1)[NH:23][CH:22]=[C:21]2[CH2:27][CH2:28][CH:29]=O.C(O)(=O)C.C([BH3-])#N.[Na+].